Regression. Given two drug SMILES strings and cell line genomic features, predict the synergy score measuring deviation from expected non-interaction effect. From a dataset of NCI-60 drug combinations with 297,098 pairs across 59 cell lines. (1) Drug 1: CN1C(=O)N2C=NC(=C2N=N1)C(=O)N. Drug 2: C1CC(=O)NC(=O)C1N2C(=O)C3=CC=CC=C3C2=O. Cell line: MDA-MB-435. Synergy scores: CSS=-0.469, Synergy_ZIP=-0.0338, Synergy_Bliss=-2.42, Synergy_Loewe=-1.79, Synergy_HSA=-4.50. (2) Drug 1: CC1=C(C=C(C=C1)C(=O)NC2=CC(=CC(=C2)C(F)(F)F)N3C=C(N=C3)C)NC4=NC=CC(=N4)C5=CN=CC=C5. Drug 2: CS(=O)(=O)OCCCCOS(=O)(=O)C. Cell line: HCT-15. Synergy scores: CSS=-1.57, Synergy_ZIP=0.401, Synergy_Bliss=-3.18, Synergy_Loewe=-1.69, Synergy_HSA=-5.65. (3) Drug 2: CCC1(CC2CC(C3=C(CCN(C2)C1)C4=CC=CC=C4N3)(C5=C(C=C6C(=C5)C78CCN9C7C(C=CC9)(C(C(C8N6C)(C(=O)OC)O)OC(=O)C)CC)OC)C(=O)OC)O.OS(=O)(=O)O. Drug 1: CC=C1C(=O)NC(C(=O)OC2CC(=O)NC(C(=O)NC(CSSCCC=C2)C(=O)N1)C(C)C)C(C)C. Synergy scores: CSS=34.6, Synergy_ZIP=-4.76, Synergy_Bliss=1.56, Synergy_Loewe=-4.43, Synergy_HSA=3.12. Cell line: NCI-H522. (4) Synergy scores: CSS=54.4, Synergy_ZIP=-0.534, Synergy_Bliss=0.115, Synergy_Loewe=-4.36, Synergy_HSA=1.72. Drug 1: CC1OCC2C(O1)C(C(C(O2)OC3C4COC(=O)C4C(C5=CC6=C(C=C35)OCO6)C7=CC(=C(C(=C7)OC)O)OC)O)O. Drug 2: CC12CCC3C(C1CCC2O)C(CC4=C3C=CC(=C4)O)CCCCCCCCCS(=O)CCCC(C(F)(F)F)(F)F. Cell line: HCT116. (5) Drug 1: CC1=C(C=C(C=C1)NC(=O)C2=CC=C(C=C2)CN3CCN(CC3)C)NC4=NC=CC(=N4)C5=CN=CC=C5. Drug 2: CC1C(C(CC(O1)OC2CC(CC3=C2C(=C4C(=C3O)C(=O)C5=C(C4=O)C(=CC=C5)OC)O)(C(=O)CO)O)N)O.Cl. Cell line: BT-549. Synergy scores: CSS=14.1, Synergy_ZIP=7.82, Synergy_Bliss=11.2, Synergy_Loewe=-17.8, Synergy_HSA=3.42. (6) Drug 1: CC1=CC2C(CCC3(C2CCC3(C(=O)C)OC(=O)C)C)C4(C1=CC(=O)CC4)C. Drug 2: C(CC(=O)O)C(=O)CN.Cl. Cell line: OVCAR-8. Synergy scores: CSS=1.47, Synergy_ZIP=1.62, Synergy_Bliss=2.78, Synergy_Loewe=0.144, Synergy_HSA=0.531. (7) Drug 1: CC(C1=C(C=CC(=C1Cl)F)Cl)OC2=C(N=CC(=C2)C3=CN(N=C3)C4CCNCC4)N. Drug 2: CC12CCC(CC1=CCC3C2CCC4(C3CC=C4C5=CN=CC=C5)C)O. Cell line: HS 578T. Synergy scores: CSS=-0.984, Synergy_ZIP=1.97, Synergy_Bliss=5.54, Synergy_Loewe=-1.72, Synergy_HSA=-0.678. (8) Drug 1: CC=C1C(=O)NC(C(=O)OC2CC(=O)NC(C(=O)NC(CSSCCC=C2)C(=O)N1)C(C)C)C(C)C. Drug 2: C1CN1C2=NC(=NC(=N2)N3CC3)N4CC4. Cell line: OVCAR-5. Synergy scores: CSS=85.5, Synergy_ZIP=-3.81, Synergy_Bliss=0.0375, Synergy_Loewe=-0.404, Synergy_HSA=2.50. (9) Drug 1: CC12CCC(CC1=CCC3C2CCC4(C3CC=C4C5=CN=CC=C5)C)O. Drug 2: C(CC(=O)O)C(=O)CN.Cl. Cell line: SW-620. Synergy scores: CSS=-3.20, Synergy_ZIP=0.673, Synergy_Bliss=-0.571, Synergy_Loewe=-5.74, Synergy_HSA=-3.02. (10) Drug 1: CC=C1C(=O)NC(C(=O)OC2CC(=O)NC(C(=O)NC(CSSCCC=C2)C(=O)N1)C(C)C)C(C)C. Drug 2: C1CC(=O)NC(=O)C1N2C(=O)C3=CC=CC=C3C2=O. Cell line: DU-145. Synergy scores: CSS=63.5, Synergy_ZIP=0.181, Synergy_Bliss=-0.779, Synergy_Loewe=-61.9, Synergy_HSA=-0.0558.